This data is from Full USPTO retrosynthesis dataset with 1.9M reactions from patents (1976-2016). The task is: Predict the reactants needed to synthesize the given product. (1) Given the product [Cl:1][C:2]1[N:3]=[CH:4][N:5]=[C:16]([N:15]2[CH2:23][CH2:24][O:25][CH2:19][CH2:20]2)[CH:17]=1, predict the reactants needed to synthesize it. The reactants are: [Cl:1][C:2]1C=C(Cl)[N:5]=[C:4](N2CCOCC2)[N:3]=1.[NH:15]1[CH2:20][CH2:19]S(=O)(=O)[CH2:17][CH2:16]1.[CH3:23][CH2:24][OH:25].C1COCC1. (2) Given the product [F:30][C:24]1[CH:25]=[CH:26][CH:27]=[C:28]([F:29])[C:23]=1[NH:22][C:20](=[O:21])[C:19]1[CH:31]=[CH:32][CH:33]=[C:17]([C:9]2[N:10]=[C:11]3[CH:16]=[CH:15][CH:14]=[CH:13][N:12]3[C:8]=2[C:6]2[CH:5]=[CH:4][N:3]=[C:2]([NH:54][C:53]3[CH:55]=[CH:56][C:50]([N:47]4[CH2:48][CH2:49][CH:44]([N:40]5[CH2:39][C@@H:38]6[CH2:43][C@H:41]5[CH2:42][N:37]6[CH2:36][CH2:35][F:34])[CH2:45][CH2:46]4)=[CH:51][C:52]=3[O:57][CH3:58])[N:7]=2)[CH:18]=1, predict the reactants needed to synthesize it. The reactants are: Cl[C:2]1[N:7]=[C:6]([C:8]2[N:12]3[CH:13]=[CH:14][CH:15]=[CH:16][C:11]3=[N:10][C:9]=2[C:17]2[CH:18]=[C:19]([CH:31]=[CH:32][CH:33]=2)[C:20]([NH:22][C:23]2[C:28]([F:29])=[CH:27][CH:26]=[CH:25][C:24]=2[F:30])=[O:21])[CH:5]=[CH:4][N:3]=1.[F:34][CH2:35][CH2:36][N:37]1[CH2:42][C@@H:41]2[CH2:43][C@H:38]1[CH2:39][N:40]2[CH:44]1[CH2:49][CH2:48][N:47]([C:50]2[CH:56]=[CH:55][C:53]([NH2:54])=[C:52]([O:57][CH3:58])[CH:51]=2)[CH2:46][CH2:45]1.Cl.C[O-].[Na+]. (3) Given the product [Cl:27][CH2:28][CH2:29][C:30]([C:13]1[CH:14]=[CH:15][C:10]([CH2:1][CH2:2][CH2:3][CH2:4][CH2:5][CH2:6][CH2:7][CH3:8])=[CH:11][CH:12]=1)=[O:31], predict the reactants needed to synthesize it. The reactants are: [C:1]([C:10]1[CH:15]=[CH:14][CH:13]=[CH:12][CH:11]=1)(=O)[CH2:2][CH2:3][CH2:4][CH2:5][CH2:6][CH2:7][CH3:8].C([SiH](CC)CC)C.[Cl-].[Al+3].[Cl-].[Cl-].[Cl:27][CH2:28][CH2:29][C:30](Cl)=[O:31]. (4) Given the product [F:31][C:32]([F:37])([F:36])[CH2:33][CH2:34][O:35][C:7]1[CH:19]=[CH:18][C:10]([C:11]([NH:13][CH2:14][C:15]([OH:17])=[O:16])=[O:12])=[CH:9][CH:8]=1, predict the reactants needed to synthesize it. The reactants are: C1(CCO[C:7]2[CH:19]=[CH:18][C:10]([C:11]([NH:13][CH2:14][C:15]([OH:17])=[O:16])=[O:12])=[CH:9][CH:8]=2)CC1.OC1C=CC(C(OC)=O)=CC=1.[F:31][C:32]([F:37])([F:36])[CH2:33][CH2:34][OH:35]. (5) Given the product [C:1]1([C@H:11]([NH:13][CH2:14][C@@H:15]2[C@@H:19]([C:20]3[CH:25]=[CH:24][CH:23]=[C:22]([C:26]([F:29])([F:27])[F:28])[CH:21]=3)[CH2:18][N:17]([C:30](=[O:45])[CH2:31][CH2:32][CH2:33][CH2:34][C:35]([OH:37])=[O:36])[CH2:16]2)[CH3:12])[C:10]2[C:5](=[CH:6][CH:7]=[CH:8][CH:9]=2)[CH:4]=[CH:3][CH:2]=1, predict the reactants needed to synthesize it. The reactants are: [C:1]1([C@H:11]([NH:13][CH2:14][C@@H:15]2[C@@H:19]([C:20]3[CH:25]=[CH:24][CH:23]=[C:22]([C:26]([F:29])([F:28])[F:27])[CH:21]=3)[CH2:18][N:17]([C:30](=[O:45])[CH2:31][CH2:32][CH2:33][CH2:34][C:35]([O:37]CC3C=CC=CC=3)=[O:36])[CH2:16]2)[CH3:12])[C:10]2[C:5](=[CH:6][CH:7]=[CH:8][CH:9]=2)[CH:4]=[CH:3][CH:2]=1.[OH-].[Na+]. (6) Given the product [CH2:15]([O:22][C:23]1[CH:28]=[CH:27][C:26]([C:9]([C:3]2[C:2]([F:1])=[CH:7][C:6]([F:8])=[CH:5][N:4]=2)=[O:10])=[CH:25][CH:24]=1)[C:16]1[CH:21]=[CH:20][CH:19]=[CH:18][CH:17]=1, predict the reactants needed to synthesize it. The reactants are: [F:1][C:2]1[C:3]([C:9](N(OC)C)=[O:10])=[N:4][CH:5]=[C:6]([F:8])[CH:7]=1.[CH2:15]([O:22][C:23]1[CH:28]=[CH:27][C:26]([Mg]Br)=[CH:25][CH:24]=1)[C:16]1[CH:21]=[CH:20][CH:19]=[CH:18][CH:17]=1.[NH4+].[Cl-].